Dataset: Forward reaction prediction with 1.9M reactions from USPTO patents (1976-2016). Task: Predict the product of the given reaction. (1) The product is: [CH3:16][N:13]1[CH2:14][CH2:15][N:10]([C:8]([C:4]2[CH:5]=[CH:6][CH:7]=[C:2]([C:18]#[C:17][Si:19]([CH3:22])([CH3:21])[CH3:20])[CH:3]=2)=[O:9])[CH2:11][CH2:12]1. Given the reactants I[C:2]1[CH:3]=[C:4]([C:8]([N:10]2[CH2:15][CH2:14][N:13]([CH3:16])[CH2:12][CH2:11]2)=[O:9])[CH:5]=[CH:6][CH:7]=1.[C:17]([Si:19]([CH3:22])([CH3:21])[CH3:20])#[CH:18], predict the reaction product. (2) Given the reactants [C:1]1([S:7]([CH2:10][C:11]2([C:15]3[CH:20]=[CH:19][C:18]([CH2:21][CH2:22][OH:23])=[CH:17][CH:16]=3)[CH2:14][O:13][CH2:12]2)(=[O:9])=[O:8])[CH:6]=[CH:5][CH:4]=[CH:3][CH:2]=1.[C:24]1([CH3:34])[CH:29]=[CH:28][C:27]([S:30](Cl)(=[O:32])=[O:31])=[CH:26][CH:25]=1, predict the reaction product. The product is: [CH3:34][C:24]1[CH:29]=[CH:28][C:27]([S:30]([O:23][CH2:22][CH2:21][C:18]2[CH:17]=[CH:16][C:15]([C:11]3([CH2:10][S:7]([C:1]4[CH:2]=[CH:3][CH:4]=[CH:5][CH:6]=4)(=[O:8])=[O:9])[CH2:14][O:13][CH2:12]3)=[CH:20][CH:19]=2)(=[O:32])=[O:31])=[CH:26][CH:25]=1. (3) Given the reactants [OH:1][C:2]1[CH:7]=[CH:6][C:5]([C:8](=[C:25]2[CH2:30][C:29]([CH3:32])([CH3:31])[CH2:28][C:27]([CH3:34])([CH3:33])[CH2:26]2)[C:9]2[CH:14]=[CH:13][C:12]([C:15]3[C:16]([C:21]([O:23]C)=[O:22])=[CH:17][CH:18]=[CH:19][CH:20]=3)=[CH:11][CH:10]=2)=[CH:4][CH:3]=1.[OH-].[Na+].Cl, predict the reaction product. The product is: [OH:1][C:2]1[CH:7]=[CH:6][C:5]([C:8](=[C:25]2[CH2:26][C:27]([CH3:34])([CH3:33])[CH2:28][C:29]([CH3:32])([CH3:31])[CH2:30]2)[C:9]2[CH:14]=[CH:13][C:12]([C:15]3[C:16]([C:21]([OH:23])=[O:22])=[CH:17][CH:18]=[CH:19][CH:20]=3)=[CH:11][CH:10]=2)=[CH:4][CH:3]=1. (4) Given the reactants [CH3:1][O:2][C:3]1[CH:8]=[CH:7][C:6]([N:9]2[C:13]3[C:14](=[O:24])[N:15]([CH2:18][CH2:19][CH2:20][CH2:21][C:22]#[N:23])[CH2:16][CH2:17][C:12]=3[C:11]([C:25]([F:28])([F:27])[F:26])=[N:10]2)=[CH:5][CH:4]=1.[CH3:29][NH:30][CH3:31], predict the reaction product. The product is: [CH3:1][O:2][C:3]1[CH:8]=[CH:7][C:6]([N:9]2[C:13]3[C:14](=[O:24])[N:15]([CH2:18][CH2:19][CH2:20][CH2:21][C:22]([N:30]([CH3:31])[CH3:29])=[NH:23])[CH2:16][CH2:17][C:12]=3[C:11]([C:25]([F:26])([F:27])[F:28])=[N:10]2)=[CH:5][CH:4]=1.